From a dataset of Forward reaction prediction with 1.9M reactions from USPTO patents (1976-2016). Predict the product of the given reaction. (1) Given the reactants [Cl:1][C:2]1[CH:7]=[C:6](I)[C:5]([C:9]([F:12])([F:11])[F:10])=[CH:4][N:3]=1.[N:13]1[CH:18]=[CH:17][CH:16]=[N:15][C:14]=1[C:19]1[CH:25]=[CH:24][CH:23]=[CH:22][C:20]=1[NH2:21].CC1(C)C2C(=C(P(C3C=CC=CC=3)C3C=CC=CC=3)C=CC=2)OC2C(P(C3C=CC=CC=3)C3C=CC=CC=3)=CC=CC1=2.C(=O)([O-])[O-].[Cs+].[Cs+], predict the reaction product. The product is: [Cl:1][C:2]1[CH:7]=[C:6]([NH:21][C:20]2[CH:22]=[CH:23][CH:24]=[CH:25][C:19]=2[C:14]2[N:13]=[CH:18][CH:17]=[CH:16][N:15]=2)[C:5]([C:9]([F:12])([F:11])[F:10])=[CH:4][N:3]=1. (2) The product is: [F:21][C:20]([F:23])([F:22])[C:15]1[CH:16]=[CH:17][CH:18]=[CH:19][C:14]=1[O:13][CH:10]1[CH2:11][CH2:12][N:7]([C:5]2[S:6][C:2]([C:24]#[N:25])=[CH:3][N:4]=2)[CH2:8][CH2:9]1. Given the reactants Br[C:2]1[S:6][C:5]([N:7]2[CH2:12][CH2:11][CH:10]([O:13][C:14]3[CH:19]=[CH:18][CH:17]=[CH:16][C:15]=3[C:20]([F:23])([F:22])[F:21])[CH2:9][CH2:8]2)=[N:4][CH:3]=1.[C:24]([Cu])#[N:25], predict the reaction product.